From a dataset of Full USPTO retrosynthesis dataset with 1.9M reactions from patents (1976-2016). Predict the reactants needed to synthesize the given product. (1) Given the product [C:29]([N:10]1[C:11]2[C:7](=[CH:6][C:5]([NH2:15])=[CH:4][CH:12]=2)[CH2:8][CH2:9]1)(=[O:31])[CH3:30], predict the reactants needed to synthesize it. The reactants are: N1[C:12]2[C:4](=[CH:5][CH:6]=[C:7]3[C:11]=2[NH:10][C:9](N)=[CH:8]3)C=C1N.[N+:15](C1C([N+]([O-])=O)=C(C)C=CC=1C)([O-])=O.[CH2:29]([O:31]C(OCC)N(C)C)[CH3:30]. (2) Given the product [Cl:1][C:2]1[CH:7]=[CH:6][C:5]([NH:8][C:9]([NH:11][C:28]2[CH:33]=[CH:32][C:31]([OH:34])=[CH:30][CH:29]=2)=[O:10])=[CH:4][C:3]=1[C:12]([F:13])([F:14])[F:15], predict the reactants needed to synthesize it. The reactants are: [Cl:1][C:2]1[CH:7]=[CH:6][C:5]([NH:8][C:9]([NH2:11])=[O:10])=[CH:4][C:3]=1[C:12]([F:15])([F:14])[F:13].N12CCCN=C1CCCCC2.N[C:28]1[CH:33]=[CH:32][C:31]([OH:34])=[CH:30][CH:29]=1.CS(C)=O.